This data is from Catalyst prediction with 721,799 reactions and 888 catalyst types from USPTO. The task is: Predict which catalyst facilitates the given reaction. (1) Reactant: Br[C:2]1[C:3]([O:9][CH2:10][CH2:11][CH2:12][CH3:13])=[N:4][CH:5]=[C:6]([CH3:8])[CH:7]=1.[F:14][C:15]1[CH:20]=[CH:19][C:18]([C:21]([F:24])([F:23])[F:22])=[CH:17][C:16]=1B(O)O.C(=O)([O-])[O-].[Na+].[Na+]. Product: [CH2:10]([O:9][C:3]1[C:2]([C:16]2[CH:17]=[C:18]([C:21]([F:23])([F:24])[F:22])[CH:19]=[CH:20][C:15]=2[F:14])=[CH:7][C:6]([CH3:8])=[CH:5][N:4]=1)[CH2:11][CH2:12][CH3:13]. The catalyst class is: 11. (2) Reactant: [CH2:1]([S:3]([N:6]1[CH2:11][CH2:10][CH:9]([C:12]2[C:20]3[C:15](=[C:16]([C:30]([NH2:32])=[O:31])[CH:17]=[C:18](B4OC(C)(C)C(C)(C)O4)[CH:19]=3)[NH:14][CH:13]=2)[CH2:8][CH2:7]1)(=[O:5])=[O:4])[CH3:2].Br[C:34]1[S:35][C:36]([CH:39]=[O:40])=[CH:37][N:38]=1.C(=O)([O-])[O-].[K+].[K+]. Product: [CH2:1]([S:3]([N:6]1[CH2:7][CH2:8][CH:9]([C:12]2[C:20]3[C:15](=[C:16]([C:30]([NH2:32])=[O:31])[CH:17]=[C:18]([C:34]4[S:35][C:36]([CH:39]=[O:40])=[CH:37][N:38]=4)[CH:19]=3)[NH:14][CH:13]=2)[CH2:10][CH2:11]1)(=[O:4])=[O:5])[CH3:2]. The catalyst class is: 70. (3) Reactant: [Si:1]([O:8][C:9]1[CH:15]=[CH:14][C:12]([NH2:13])=[CH:11][CH:10]=1)([C:4]([CH3:7])([CH3:6])[CH3:5])([CH3:3])[CH3:2].I[C:17]1[CH:18]=[N:19][N:20]([CH:22]2[CH2:26][CH2:25][O:24][CH2:23]2)[CH:21]=1. Product: [Si:1]([O:8][C:9]1[CH:15]=[CH:14][C:12]([NH:13][C:17]2[CH:18]=[N:19][N:20]([CH:22]3[CH2:26][CH2:25][O:24][CH2:23]3)[CH:21]=2)=[CH:11][CH:10]=1)([C:4]([CH3:7])([CH3:6])[CH3:5])([CH3:3])[CH3:2]. The catalyst class is: 7. (4) Reactant: [C:1]([O:5][C:6]([N:8]1[CH2:13][CH2:12][N:11]2[C:14]([CH:17]3[CH2:19][CH2:18]3)=[N:15][CH:16]=[C:10]2[CH:9]1[CH2:20][CH2:21][C:22]1[CH:27]=[CH:26][C:25]([F:28])=[C:24]([C:29]([F:32])([F:31])[F:30])[CH:23]=1)=[O:7])([CH3:4])([CH3:3])[CH3:2].C1C(=O)N([Cl:40])C(=O)C1. Product: [C:1]([O:5][C:6]([N:8]1[CH2:13][CH2:12][N:11]2[C:14]([CH:17]3[CH2:19][CH2:18]3)=[N:15][C:16]([Cl:40])=[C:10]2[CH:9]1[CH2:20][CH2:21][C:22]1[CH:27]=[CH:26][C:25]([F:28])=[C:24]([C:29]([F:30])([F:31])[F:32])[CH:23]=1)=[O:7])([CH3:4])([CH3:2])[CH3:3]. The catalyst class is: 210. (5) Reactant: [F:1][C:2]([F:31])([F:30])[C:3]1[CH:29]=[CH:28][C:6]([O:7][C:8]2[CH:9]=[C:10]([CH:25]=[CH:26][CH:27]=2)[CH:11]=[C:12]2[CH2:17][CH2:16][N:15](C(OC(C)(C)C)=O)[CH2:14][CH2:13]2)=[CH:5][CH:4]=1.[ClH:32].O1CCOCC1. Product: [ClH:32].[F:31][C:2]([F:1])([F:30])[C:3]1[CH:4]=[CH:5][C:6]([O:7][C:8]2[CH:9]=[C:10]([CH:25]=[CH:26][CH:27]=2)[CH:11]=[C:12]2[CH2:17][CH2:16][NH:15][CH2:14][CH2:13]2)=[CH:28][CH:29]=1. The catalyst class is: 2. (6) Reactant: [NH2:1][C:2]1[CH:7]=[CH:6][C:5]([Br:8])=[CH:4][C:3]=1[CH:9]([C:11]1[CH:16]=[CH:15][CH:14]=[CH:13][CH:12]=1)[OH:10].C(N(CC)CC)C.Cl[C:25](Cl)([O:27]C(=O)OC(Cl)(Cl)Cl)Cl.O. Product: [Br:8][C:5]1[CH:6]=[CH:7][C:2]2[NH:1][C:25](=[O:27])[O:10][CH:9]([C:11]3[CH:12]=[CH:13][CH:14]=[CH:15][CH:16]=3)[C:3]=2[CH:4]=1. The catalyst class is: 1. (7) Reactant: Br[C:2]1[C:3]([C:22]2[CH:27]=[CH:26][C:25]([C:28]([F:31])([F:30])[F:29])=[CH:24][CH:23]=2)=[CH:4][C:5]([O:8][C:9]2[C:14]3[N:15]=[C:16]([NH:18][C:19](=[O:21])[CH3:20])[S:17][C:13]=3[CH:12]=[CH:11][CH:10]=2)=[N:6][CH:7]=1.[F:32][C:33]([F:45])([F:44])[O:34][C:35]1[CH:40]=[CH:39][C:38](B(O)O)=[CH:37][CH:36]=1.[C:46]([O-])([O-:48])=[O:47].[Na+].[Na+]. Product: [F:45][C:33]([F:32])([F:44])[C:46]([OH:48])=[O:47].[F:32][C:33]([F:44])([F:45])[O:34][C:35]1[CH:40]=[CH:39][C:38]([C:2]2[C:3]([C:22]3[CH:27]=[CH:26][C:25]([C:28]([F:31])([F:30])[F:29])=[CH:24][CH:23]=3)=[CH:4][C:5]([O:8][C:9]3[C:14]4[N:15]=[C:16]([NH:18][C:19](=[O:21])[CH3:20])[S:17][C:13]=4[CH:12]=[CH:11][CH:10]=3)=[N:6][CH:7]=2)=[CH:37][CH:36]=1. The catalyst class is: 77. (8) Reactant: [OH-].[K+].[Cl:3][C:4]1[N:9]=[CH:8][C:7]([C:10]([O:12]C)=[O:11])=[C:6]([C:14]([F:17])([F:16])[F:15])[CH:5]=1. Product: [Cl:3][C:4]1[CH:5]=[C:6]([C:14]([F:15])([F:16])[F:17])[C:7]([C:10]([OH:12])=[O:11])=[CH:8][N:9]=1. The catalyst class is: 38. (9) Reactant: [Br:1][C:2]1[N:3]([CH2:21][CH2:22][N:23]2C(=O)C3C(=CC=CC=3)C2=O)[C:4]2[C:9]([C:10]=1[CH:11]1[CH2:16][CH2:15][CH2:14][CH2:13][CH2:12]1)=[CH:8][CH:7]=[C:6]([C:17]([O:19][CH3:20])=[O:18])[CH:5]=2.O.NN. Product: [NH2:23][CH2:22][CH2:21][N:3]1[C:4]2[C:9](=[CH:8][CH:7]=[C:6]([C:17]([O:19][CH3:20])=[O:18])[CH:5]=2)[C:10]([CH:11]2[CH2:16][CH2:15][CH2:14][CH2:13][CH2:12]2)=[C:2]1[Br:1]. The catalyst class is: 111. (10) Reactant: [Cl:1][C:2]1[C:3]([OH:11])=[C:4]([C:8](=O)[CH3:9])[CH:5]=[CH:6][CH:7]=1.[C:12]([NH:20][NH2:21])(=[O:19])[C:13]1[CH:18]=[CH:17][CH:16]=[CH:15][CH:14]=1.C(O)(=O)C. Product: [Cl:1][C:2]1[C:3]([OH:11])=[C:4]([C:8](=[N:21][NH:20][C:12](=[O:19])[C:13]2[CH:18]=[CH:17][CH:16]=[CH:15][CH:14]=2)[CH3:9])[CH:5]=[CH:6][CH:7]=1. The catalyst class is: 8.